From a dataset of Catalyst prediction with 721,799 reactions and 888 catalyst types from USPTO. Predict which catalyst facilitates the given reaction. (1) Reactant: CN([CH:4]=[O:5])C.P(Cl)(Cl)(Cl)=O.[Br:11][C:12]1[CH:13]=[C:14]([C:18]2[C:19]([C:27]3[CH:32]=[CH:31][CH:30]=[CH:29][CH:28]=3)=[C:20]([C:23]([O:25][CH3:26])=[O:24])[NH:21][CH:22]=2)[CH:15]=[CH:16][CH:17]=1.O. Product: [Br:11][C:12]1[CH:13]=[C:14]([C:18]2[C:19]([C:27]3[CH:32]=[CH:31][CH:30]=[CH:29][CH:28]=3)=[C:20]([C:23]([O:25][CH3:26])=[O:24])[NH:21][C:22]=2[CH:4]=[O:5])[CH:15]=[CH:16][CH:17]=1. The catalyst class is: 68. (2) Reactant: [CH3:1][O:2][C:3]1[CH:28]=[C:27]([O:29][CH3:30])[CH:26]=[CH:25][C:4]=1[CH2:5][NH:6][C:7]1[N:12]=[C:11]([NH:13][C@@H:14]([C:16]2[CH:17]=[N:18][CH:19]=[CH:20][CH:21]=2)[CH3:15])[C:10]([N+:22]([O-:24])=[O:23])=[CH:9][CH:8]=1.[C:31](O[C:31]([O:33][C:34]([CH3:37])([CH3:36])[CH3:35])=[O:32])([O:33][C:34]([CH3:37])([CH3:36])[CH3:35])=[O:32]. Product: [CH3:1][O:2][C:3]1[CH:28]=[C:27]([O:29][CH3:30])[CH:26]=[CH:25][C:4]=1[CH2:5][N:6]([C:7]1[CH:8]=[CH:9][C:10]([N+:22]([O-:24])=[O:23])=[C:11]([NH:13][C@@H:14]([C:16]2[CH:17]=[N:18][CH:19]=[CH:20][CH:21]=2)[CH3:15])[N:12]=1)[C:31](=[O:32])[O:33][C:34]([CH3:37])([CH3:36])[CH3:35]. The catalyst class is: 172. (3) Reactant: [Cl:1][C:2]1[C:3](F)=[C:4]([C:8]([C:10]2[CH:15]=[CH:14][C:13]([O:16][CH3:17])=[CH:12][CH:11]=2)=O)[CH:5]=[CH:6][CH:7]=1.O.[NH2:20][NH2:21]. Product: [Cl:1][C:2]1[CH:7]=[CH:6][CH:5]=[C:4]2[C:3]=1[NH:21][N:20]=[C:8]2[C:10]1[CH:15]=[CH:14][C:13]([O:16][CH3:17])=[CH:12][CH:11]=1. The catalyst class is: 142. (4) Reactant: [C:1]([C:3]1[CH:4]=[C:5]([CH:25]=[CH:26][CH:27]=1)[C:6]([NH:8][C:9]1[CH:10]=[C:11]2[C:15](=[CH:16][CH:17]=1)[N:14]([CH3:18])[CH:13]=[C:12]2[CH:19]1[CH2:24][CH2:23][NH:22][CH2:21][CH2:20]1)=[O:7])#[N:2].[F:28][C:29]([F:37])([F:36])[C@H:30]([OH:35])[CH2:31][C:32](O)=[O:33].CN(CCCN=C=N)C.ON1C2C=CC=CC=2N=N1.C(N(CC)CC)C. Product: [C:1]([C:3]1[CH:4]=[C:5]([CH:25]=[CH:26][CH:27]=1)[C:6]([NH:8][C:9]1[CH:10]=[C:11]2[C:15](=[CH:16][CH:17]=1)[N:14]([CH3:18])[CH:13]=[C:12]2[CH:19]1[CH2:24][CH2:23][N:22]([C:32](=[O:33])[CH2:31][C@@H:30]([OH:35])[C:29]([F:37])([F:36])[F:28])[CH2:21][CH2:20]1)=[O:7])#[N:2]. The catalyst class is: 3.